This data is from Full USPTO retrosynthesis dataset with 1.9M reactions from patents (1976-2016). The task is: Predict the reactants needed to synthesize the given product. (1) Given the product [CH3:18][O:19][C:20]1[CH:25]=[CH:24][C:23]([N:15]2[C:13]3=[N:14][C:9]([OH:8])=[CH:10][CH:11]=[C:12]3[N:17]=[CH:16]2)=[CH:22][CH:21]=1, predict the reactants needed to synthesize it. The reactants are: C([O:8][C:9]1[N:14]=[C:13]2[NH:15][CH:16]=[N:17][C:12]2=[CH:11][CH:10]=1)C1C=CC=CC=1.[CH3:18][O:19][C:20]1[CH:25]=[CH:24][C:23](B(O)O)=[CH:22][CH:21]=1. (2) The reactants are: C(OC([N:8]1[CH2:13][CH2:12][CH2:11][C@H:10]([O:14][NH:15][C:16]([C@@H:18]2[CH2:24][CH2:23][C@@H:22]3[CH2:25][N:19]2[C:20](=[O:31])[N:21]3[O:26][S:27]([O-:30])(=[O:29])=[O:28])=[O:17])[CH2:9]1)=O)(C)(C)C.C([N+](CCCC)(CCCC)CCCC)CCC.FC(F)(F)C(O)=O. Given the product [O:31]=[C:20]1[N:19]2[CH2:25][C@@H:22]([CH2:23][CH2:24][C@H:18]2[C:16]([NH:15][O:14][C@H:10]2[CH2:11][CH2:12][CH2:13][NH:8][CH2:9]2)=[O:17])[N:21]1[O:26][S:27]([OH:30])(=[O:29])=[O:28], predict the reactants needed to synthesize it. (3) Given the product [CH2:1]([C@@H:8]1[CH2:9][NH:10][CH2:11][CH2:12][N:13]1[C:14]([C:16]1[N:17]=[CH:18][N:19]([CH:27]2[CH2:32][CH2:31][CH2:30][CH2:29][CH2:28]2)[C:20]=1[C:21]1[CH:26]=[CH:25][CH:24]=[CH:23][CH:22]=1)=[O:15])[C:2]1[CH:3]=[CH:4][CH:5]=[CH:6][CH:7]=1, predict the reactants needed to synthesize it. The reactants are: [CH2:1]([C@H:8]1[N:13]([C:14]([C:16]2[N:17]=[CH:18][N:19]([CH:27]3[CH2:32][CH2:31][CH2:30][CH2:29][CH2:28]3)[C:20]=2[C:21]2[CH:26]=[CH:25][CH:24]=[CH:23][CH:22]=2)=[O:15])[CH2:12][CH2:11][N:10](C(OC(C)(C)C)=O)[CH2:9]1)[C:2]1[CH:7]=[CH:6][CH:5]=[CH:4][CH:3]=1.C(O)(C(F)(F)F)=O.C(=O)([O-])O.[Na+]. (4) Given the product [Br:1][C:2]1[CH:3]=[C:4]([CH:8]=[C:9]([S:11][CH3:12])[CH:10]=1)[C:5]([O:7][CH3:13])=[O:6], predict the reactants needed to synthesize it. The reactants are: [Br:1][C:2]1[CH:3]=[C:4]([CH:8]=[C:9]([S:11][CH3:12])[CH:10]=1)[C:5]([OH:7])=[O:6].[C:13](Cl)(=O)C(Cl)=O.CO.C(N(CC)C(C)C)(C)C. (5) The reactants are: [O:1]=[C:2]1[C:10]2([CH2:18][C:17]3[C:12](=[CH:13][CH:14]=[C:15](C(O)=O)[CH:16]=3)[CH2:11]2)[C:9]2[C:4](=[CH:5][CH:6]=[CH:7][CH:8]=2)[NH:3]1.C1(P([N:36]=[N+]=[N-])(C2C=CC=CC=2)=O)C=CC=CC=1.C(N(CC)CC)C. Given the product [NH2:36][C:15]1[CH:16]=[C:17]2[C:12](=[CH:13][CH:14]=1)[CH2:11][C:10]1([C:9]3[C:4](=[CH:5][CH:6]=[CH:7][CH:8]=3)[NH:3][C:2]1=[O:1])[CH2:18]2, predict the reactants needed to synthesize it. (6) Given the product [CH3:32][C@H:21]1[NH:22][CH2:23][CH2:24][N:19]([C:17]2[N:16]=[C:15]3[CH2:33][CH2:34][CH2:35][C:14]3=[C:13]([NH:12][C:9]3[CH:10]=[CH:11][C:6]([CH2:5][C:4]([O:3][CH3:1])=[O:36])=[CH:7][CH:8]=3)[CH:18]=2)[CH2:20]1, predict the reactants needed to synthesize it. The reactants are: [CH2:1]([O:3][C:4](=[O:36])[CH2:5][C:6]1[CH:11]=[CH:10][C:9]([NH:12][C:13]2[CH:18]=[C:17]([N:19]3[CH2:24][CH2:23][N:22](C(OC(C)(C)C)=O)[C@H:21]([CH3:32])[CH2:20]3)[N:16]=[C:15]3[CH2:33][CH2:34][CH2:35][C:14]=23)=[CH:8][CH:7]=1)C.